This data is from NCI-60 drug combinations with 297,098 pairs across 59 cell lines. The task is: Regression. Given two drug SMILES strings and cell line genomic features, predict the synergy score measuring deviation from expected non-interaction effect. (1) Drug 1: CC12CCC3C(C1CCC2=O)CC(=C)C4=CC(=O)C=CC34C. Drug 2: C1C(C(OC1N2C=NC3=C2NC=NCC3O)CO)O. Cell line: MALME-3M. Synergy scores: CSS=41.3, Synergy_ZIP=2.18, Synergy_Bliss=-1.32, Synergy_Loewe=-2.10, Synergy_HSA=-2.18. (2) Drug 1: CN(C)C1=NC(=NC(=N1)N(C)C)N(C)C. Drug 2: CC(C)CN1C=NC2=C1C3=CC=CC=C3N=C2N. Cell line: SK-MEL-2. Synergy scores: CSS=-2.20, Synergy_ZIP=1.91, Synergy_Bliss=1.76, Synergy_Loewe=-1.19, Synergy_HSA=-1.71. (3) Drug 1: CC1=C(C(CCC1)(C)C)C=CC(=CC=CC(=CC(=O)O)C)C. Drug 2: CCC1(CC2CC(C3=C(CCN(C2)C1)C4=CC=CC=C4N3)(C5=C(C=C6C(=C5)C78CCN9C7C(C=CC9)(C(C(C8N6C)(C(=O)OC)O)OC(=O)C)CC)OC)C(=O)OC)O.OS(=O)(=O)O. Cell line: MDA-MB-435. Synergy scores: CSS=32.9, Synergy_ZIP=1.39, Synergy_Bliss=-0.541, Synergy_Loewe=-8.39, Synergy_HSA=2.71. (4) Drug 1: CC(C1=C(C=CC(=C1Cl)F)Cl)OC2=C(N=CC(=C2)C3=CN(N=C3)C4CCNCC4)N. Drug 2: C1=NC2=C(N1)C(=S)N=CN2. Cell line: SNB-75. Synergy scores: CSS=4.61, Synergy_ZIP=-9.82, Synergy_Bliss=-18.0, Synergy_Loewe=-25.9, Synergy_HSA=-17.9. (5) Drug 1: CC1=CC2C(CCC3(C2CCC3(C(=O)C)OC(=O)C)C)C4(C1=CC(=O)CC4)C. Drug 2: C1=CN(C(=O)N=C1N)C2C(C(C(O2)CO)O)O.Cl. Cell line: RPMI-8226. Synergy scores: CSS=3.87, Synergy_ZIP=-0.990, Synergy_Bliss=-1.78, Synergy_Loewe=-0.234, Synergy_HSA=-1.42. (6) Drug 1: CC1=C(C=C(C=C1)NC2=NC=CC(=N2)N(C)C3=CC4=NN(C(=C4C=C3)C)C)S(=O)(=O)N.Cl. Drug 2: CCC1(CC2CC(C3=C(CCN(C2)C1)C4=CC=CC=C4N3)(C5=C(C=C6C(=C5)C78CCN9C7C(C=CC9)(C(C(C8N6C)(C(=O)OC)O)OC(=O)C)CC)OC)C(=O)OC)O.OS(=O)(=O)O. Cell line: UO-31. Synergy scores: CSS=22.0, Synergy_ZIP=3.14, Synergy_Bliss=5.68, Synergy_Loewe=-1.77, Synergy_HSA=7.82. (7) Drug 1: C1=CC(=CC=C1CCCC(=O)O)N(CCCl)CCCl. Drug 2: CC1=C(C(=CC=C1)Cl)NC(=O)C2=CN=C(S2)NC3=CC(=NC(=N3)C)N4CCN(CC4)CCO. Cell line: HOP-62. Synergy scores: CSS=44.4, Synergy_ZIP=-3.23, Synergy_Bliss=-0.690, Synergy_Loewe=-16.1, Synergy_HSA=0.378.